This data is from Forward reaction prediction with 1.9M reactions from USPTO patents (1976-2016). The task is: Predict the product of the given reaction. Given the reactants [O-][Mn](=O)(=O)=O.[K+].[N:7]1[C:15]2[C:10](=[N:11][CH:12]=[CH:13][CH:14]=2)[NH:9][C:8]=1[CH2:16][OH:17].C([O-])([O-])=[O:19].[Na+].[Na+], predict the reaction product. The product is: [N:7]1[C:15]2[C:10](=[N:11][CH:12]=[CH:13][CH:14]=2)[NH:9][C:8]=1[C:16]([OH:19])=[O:17].